From a dataset of Reaction yield outcomes from USPTO patents with 853,638 reactions. Predict the reaction yield, written as a fraction of the theoretical maximum amount of product (1.0 means a 100% yield; for example, 0.34 means a 34% yield). (1) The reactants are [P:1]([O-:18])([O:10][CH2:11][C:12]1[CH:17]=[CH:16][CH:15]=[CH:14][CH:13]=1)[O:2][CH2:3][C:4]1[CH:9]=[CH:8][CH:7]=[CH:6][CH:5]=1.C[Al](C)C.[CH2:23]=[C:24]([CH2:35][CH2:36][C:37]([O:39][CH2:40][C:41]1[CH:46]=[CH:45][CH:44]=[CH:43][CH:42]=1)=[O:38])[C:25]([O:27][CH2:28][C:29]1[CH:34]=[CH:33][CH:32]=[CH:31][CH:30]=1)=[O:26]. The catalyst is ClCCl. The product is [CH2:3]([O:2][P:1]([CH2:23][CH:24]([CH2:35][CH2:36][C:37]([O:39][CH2:40][C:41]1[CH:42]=[CH:43][CH:44]=[CH:45][CH:46]=1)=[O:38])[C:25]([O:27][CH2:28][C:29]1[CH:34]=[CH:33][CH:32]=[CH:31][CH:30]=1)=[O:26])([O:10][CH2:11][C:12]1[CH:17]=[CH:16][CH:15]=[CH:14][CH:13]=1)=[O:18])[C:4]1[CH:9]=[CH:8][CH:7]=[CH:6][CH:5]=1. The yield is 0.420. (2) The reactants are [F:1][C:2]1[CH:7]=[C:6]([N:8]2[CH:12]=[CH:11][CH:10]=[N:9]2)[CH:5]=[CH:4][C:3]=1[NH:13][N:14]=[C:15]([C:26](=[O:28])[CH3:27])[C:16](=[O:25])[CH2:17][O:18][C:19]1[CH:24]=[CH:23][CH:22]=[CH:21][CH:20]=1.CO[CH:31](OC)[N:32]([CH3:34])[CH3:33].[CH3:37]C(N(C)C)=O. No catalyst specified. The product is [CH3:31][N:32]([CH3:34])[CH:33]=[CH:27][C:26]([C:15]1[C:16](=[O:25])[C:17]([O:18][C:19]2[CH:20]=[CH:21][CH:22]=[CH:23][CH:24]=2)=[CH:37][N:13]([C:3]2[CH:4]=[CH:5][C:6]([N:8]3[CH:12]=[CH:11][CH:10]=[N:9]3)=[CH:7][C:2]=2[F:1])[N:14]=1)=[O:28]. The yield is 0.920. (3) The yield is 0.810. The catalyst is C1COCC1. The product is [OH:32][C@H:3]([C@@H:2]([NH:1][C:43](=[O:44])[C@@H:42]([N:46]1[CH2:50][CH2:49][N:48]([CH2:51][C:52]2[CH:57]=[CH:56][CH:55]=[C:54]([CH3:58])[N:53]=2)[C:47]1=[O:59])[CH:41]([CH3:40])[CH2:60][CH3:61])[CH2:33][C:34]1[CH:35]=[CH:36][CH:37]=[CH:38][CH:39]=1)[CH2:4][C@H:5]([NH:19][C:20]([C@@H:22]([NH:27][C:28](=[O:31])[O:29][CH3:30])[C:23]([CH3:26])([CH3:25])[CH3:24])=[O:21])[CH2:6][C:7]1[CH:12]=[CH:11][C:10]([C:13]2[CH:18]=[CH:17][CH:16]=[CH:15][N:14]=2)=[CH:9][CH:8]=1. The reactants are [NH2:1][C@@H:2]([CH2:33][C:34]1[CH:39]=[CH:38][CH:37]=[CH:36][CH:35]=1)[C@@H:3]([OH:32])[CH2:4][C@H:5]([NH:19][C:20]([C@@H:22]([NH:27][C:28](=[O:31])[O:29][CH3:30])[C:23]([CH3:26])([CH3:25])[CH3:24])=[O:21])[CH2:6][C:7]1[CH:12]=[CH:11][C:10]([C:13]2[CH:18]=[CH:17][CH:16]=[CH:15][N:14]=2)=[CH:9][CH:8]=1.[CH3:40][C@@H:41]([CH2:60][CH3:61])[C@H:42]([N:46]1[CH2:50][CH2:49][N:48]([CH2:51][C:52]2[CH:57]=[CH:56][CH:55]=[C:54]([CH3:58])[N:53]=2)[C:47]1=[O:59])[C:43](O)=[O:44].CCOP(ON1N=NC2C=CC=CC=2C1=O)(OCC)=O.C(N(CC)C(C)C)(C)C.